The task is: Predict the reactants needed to synthesize the given product.. This data is from Full USPTO retrosynthesis dataset with 1.9M reactions from patents (1976-2016). (1) The reactants are: [O:1]1[CH2:7][CH2:6][CH2:5][C:4](=O)[C:3]2[CH:9]=[CH:10][CH:11]=[CH:12][C:2]1=2.O=P(Cl)(Cl)[Cl:15].CN(C)[CH:20]=[O:21]. Given the product [Cl:15][C:4]1[C:3]2[CH:9]=[CH:10][CH:11]=[CH:12][C:2]=2[O:1][CH2:7][CH2:6][C:5]=1[CH:20]=[O:21], predict the reactants needed to synthesize it. (2) Given the product [CH3:1][C:2]([CH3:15])([CH3:14])[C:3]([O:5][CH2:6][N:7]1[CH:11]=[CH:10][N:9]=[C:8]1[C@H:12]1[C@H:27]2[CH2:26][CH2:25][N:24]([C:29]([O:31][C:32]([CH3:35])([CH3:34])[CH3:33])=[O:30])[C@H:28]2[C:22]2[CH:23]=[C:17]([F:16])[CH:18]=[CH:19][C:20]=2[NH:21]1)=[O:4], predict the reactants needed to synthesize it. The reactants are: [CH3:1][C:2]([CH3:15])([CH3:14])[C:3]([O:5][CH2:6][N:7]1[CH:11]=[CH:10][N:9]=[C:8]1[CH:12]=O)=[O:4].[F:16][C:17]1[CH:23]=[CH:22][C:20]([NH2:21])=[CH:19][CH:18]=1.[N:24]1([C:29]([O:31][C:32]([CH3:35])([CH3:34])[CH3:33])=[O:30])[CH:28]=[CH:27][CH2:26][CH2:25]1.FC(F)(F)S([O-])(=O)=O.FC(F)(F)S([O-])(=O)=O.FC(F)(F)S([O-])(=O)=O.[Dy+3].